Dataset: Full USPTO retrosynthesis dataset with 1.9M reactions from patents (1976-2016). Task: Predict the reactants needed to synthesize the given product. (1) Given the product [Cl:1][C:2]1[CH:3]=[C:4]([N:9]2[CH2:18][CH2:17][C:16]3[C:11](=[CH:12][CH:13]=[C:14]([OH:19])[CH:15]=3)[CH:10]2[CH2:27][C:28]2[CH:33]=[CH:32][C:31]([O:34][CH2:35][CH2:36][CH:37]3[CH2:42][CH2:41][CH2:40][CH2:39][NH:38]3)=[CH:30][CH:29]=2)[CH:5]=[CH:6][C:7]=1[Cl:8], predict the reactants needed to synthesize it. The reactants are: [Cl:1][C:2]1[CH:3]=[C:4]([N:9]2[CH2:18][CH2:17][C:16]3[C:11](=[CH:12][CH:13]=[C:14]([O:19]CC4C=CC=CC=4)[CH:15]=3)[CH:10]2[CH2:27][C:28]2[CH:33]=[CH:32][C:31]([O:34][CH2:35][CH2:36][CH:37]3[CH2:42][CH2:41][CH2:40][CH2:39][NH:38]3)=[CH:30][CH:29]=2)[CH:5]=[CH:6][C:7]=1[Cl:8]. (2) Given the product [CH3:47][N:46]([O:45][CH3:44])[C:10](=[O:12])[CH2:9][CH2:8][C@H:7]([NH:13][C:14]([O:16][C:17]([CH3:20])([CH3:19])[CH3:18])=[O:15])[C:6]([O:5][C:1]([CH3:2])([CH3:3])[CH3:4])=[O:21], predict the reactants needed to synthesize it. The reactants are: [C:1]([O:5][C:6](=[O:21])[C@@H:7]([NH:13][C:14]([O:16][C:17]([CH3:20])([CH3:19])[CH3:18])=[O:15])[CH2:8][CH2:9][C:10]([OH:12])=O)([CH3:4])([CH3:3])[CH3:2].CCN=C=NCCCN(C)C.C1C=CC2N(O)N=NC=2C=1.Cl.[CH3:44][O:45][NH:46][CH3:47].CCN(CC)CC. (3) Given the product [CH2:22]([C:24]1[O:28][C:27]([CH2:29][CH2:30][NH:20][C:18]([NH:17][C:15]2[S:16][C:12]([C:4]3[CH:5]=[CH:6][C:7]([S:8]([CH3:11])(=[O:9])=[O:10])=[C:2]([F:1])[CH:3]=3)=[C:13]([CH3:21])[N:14]=2)=[O:19])=[N:26][CH:25]=1)[CH3:23], predict the reactants needed to synthesize it. The reactants are: [F:1][C:2]1[CH:3]=[C:4]([C:12]2[S:16][C:15]([NH:17][C:18]([NH2:20])=[O:19])=[N:14][C:13]=2[CH3:21])[CH:5]=[CH:6][C:7]=1[S:8]([CH3:11])(=[O:10])=[O:9].[CH2:22]([C:24]1[O:28][C:27]([CH2:29][CH2:30]N)=[N:26][CH:25]=1)[CH3:23].O1CCOCC1.CN(C=O)C.